Predict the reactants needed to synthesize the given product. From a dataset of Full USPTO retrosynthesis dataset with 1.9M reactions from patents (1976-2016). (1) Given the product [C:1]([N:5]1[CH2:6][CH2:7][N:8]([CH2:11][CH:12]2[CH2:17][CH2:16][N:15]([C:26](=[O:27])[CH2:25][CH:24]([C:18]3[CH:23]=[CH:22][CH:21]=[CH:20][CH:19]=3)[C:29]3[CH:34]=[CH:33][CH:32]=[CH:31][CH:30]=3)[CH2:14][CH2:13]2)[CH2:9][CH2:10]1)([CH3:4])([CH3:2])[CH3:3], predict the reactants needed to synthesize it. The reactants are: [C:1]([N:5]1[CH2:10][CH2:9][N:8]([CH2:11][CH:12]2[CH2:17][CH2:16][NH:15][CH2:14][CH2:13]2)[CH2:7][CH2:6]1)([CH3:4])([CH3:3])[CH3:2].[C:18]1([CH:24]([C:29]2[CH:34]=[CH:33][CH:32]=[CH:31][CH:30]=2)[CH2:25][C:26](O)=[O:27])[CH:23]=[CH:22][CH:21]=[CH:20][CH:19]=1.CCN=C=NCCCN(C)C.Cl. (2) Given the product [CH2:19]([C:17]1[CH:18]=[C:13]2[C:12]([C:26]3[CH:27]=[N:28][N:29]([CH3:31])[CH:30]=3)=[CH:11][NH:10][C:14]2=[N:15][CH:16]=1)[C:20]1[CH:25]=[CH:24][CH:23]=[CH:22][CH:21]=1, predict the reactants needed to synthesize it. The reactants are: C1(S([N:10]2[C:14]3=[N:15][CH:16]=[C:17]([CH2:19][C:20]4[CH:25]=[CH:24][CH:23]=[CH:22][CH:21]=4)[CH:18]=[C:13]3[C:12]([C:26]3[CH:27]=[N:28][N:29]([CH3:31])[CH:30]=3)=[CH:11]2)(=O)=O)C=CC=CC=1.[OH-].[Na+]. (3) Given the product [CH2:9]([O:8][C:6]([C:5]1[CH:11]=[CH:12][C:2]([N:14]([C:13]([O:17][C:18]([CH3:21])([CH3:20])[CH3:19])=[O:16])[NH2:15])=[CH:3][CH:4]=1)=[O:7])[CH3:10], predict the reactants needed to synthesize it. The reactants are: Br[C:2]1[CH:12]=[CH:11][C:5]([C:6]([O:8][CH2:9][CH3:10])=[O:7])=[CH:4][CH:3]=1.[C:13]([O:17][C:18]([CH3:21])([CH3:20])[CH3:19])(=[O:16])[NH:14][NH2:15].C([O-])([O-])=O.[Cs+].[Cs+].